From a dataset of Full USPTO retrosynthesis dataset with 1.9M reactions from patents (1976-2016). Predict the reactants needed to synthesize the given product. Given the product [Cl:1][C:2]1[CH:3]=[CH:4][C:5]([S:8]([N:11]([CH2:21][C:22]2[CH:23]=[CH:24][C:25]([C:26]([N:32]3[CH2:37][CH2:36][O:35][CH2:34][CH2:33]3)=[O:27])=[CH:29][CH:30]=2)[C@H:12]([C:15]2[CH:20]=[CH:19][CH:18]=[CH:17][CH:16]=2)[CH2:13][CH3:14])(=[O:10])=[O:9])=[CH:6][CH:7]=1, predict the reactants needed to synthesize it. The reactants are: [Cl:1][C:2]1[CH:7]=[CH:6][C:5]([S:8]([N:11]([CH2:21][C:22]2[CH:30]=[CH:29][C:25]([C:26](O)=[O:27])=[CH:24][CH:23]=2)[C@H:12]([C:15]2[CH:20]=[CH:19][CH:18]=[CH:17][CH:16]=2)[CH2:13][CH3:14])(=[O:10])=[O:9])=[CH:4][CH:3]=1.C[N:32]1[CH2:37][CH2:36][O:35][CH2:34][CH2:33]1.C(Cl)(=O)OCC(C)C.N1CCOCC1.